This data is from Reaction yield outcomes from USPTO patents with 853,638 reactions. The task is: Predict the reaction yield, written as a fraction of the theoretical maximum amount of product (1.0 means a 100% yield; for example, 0.34 means a 34% yield). The reactants are [F:1][C:2]([F:40])([F:39])[C:3]1[CH:4]=[C:5]([CH:32]=[C:33]([C:35]([F:38])([F:37])[F:36])[CH:34]=1)[CH2:6][N:7]([CH2:11][C:12]1[CH:13]=[C:14]2[C:29]([CH3:30])=[N:28][N:27]([CH3:31])[C:15]2=[N:16][C:17]=1[N:18]([CH2:21][CH:22]1[CH2:26][CH2:25][CH2:24][CH2:23]1)[CH2:19][CH3:20])[C:8]([NH2:10])=[O:9]. The catalyst is C(O)(C)(C)C. The product is [F:40][C:2]([F:39])([F:1])[C:3]1[CH:4]=[C:5]([CH:32]=[C:33]([C:35]([F:37])([F:38])[F:36])[CH:34]=1)[CH2:6][N:7]([CH2:11][C:12]1[CH:13]=[C:14]2[C:29]([CH3:30])=[N:28][N:27]([CH3:31])[C:15]2=[N:16][C:17]=1[N:18]([CH2:21][CH:22]1[CH2:26][CH2:25][CH2:24][CH2:23]1)[CH2:19][CH3:20])[C:8]1[O:9][CH:34]=[C:3]([C:2]([F:40])([F:39])[F:1])[N:10]=1. The yield is 0.200.